This data is from Forward reaction prediction with 1.9M reactions from USPTO patents (1976-2016). The task is: Predict the product of the given reaction. (1) Given the reactants [CH2:1]([O:8][C:9]1[C:14]([N+:15]([O-:17])=[O:16])=[C:13](Cl)[CH:12]=[CH:11][N:10]=1)[C:2]1[CH:7]=[CH:6][CH:5]=[CH:4][CH:3]=1.[Cl:19][C:20]1[CH:25]=[C:24]([N:26]([CH3:28])[CH3:27])[C:23]([F:29])=[CH:22][C:21]=1B(O)O, predict the reaction product. The product is: [CH2:1]([O:8][C:9]1[C:14]([N+:15]([O-:17])=[O:16])=[C:13]([C:21]2[CH:22]=[C:23]([F:29])[C:24]([N:26]([CH3:27])[CH3:28])=[CH:25][C:20]=2[Cl:19])[CH:12]=[CH:11][N:10]=1)[C:2]1[CH:7]=[CH:6][CH:5]=[CH:4][CH:3]=1. (2) Given the reactants [Cl:1][C:2]1[CH:7]=[CH:6][C:5]([CH:8]2[C:15]3[C:11](=[N:12][N:13]([CH:17]4[CH2:20][N:19](C(OC(C)(C)C)=O)[CH2:18]4)[C:14]=3[CH3:16])[C:10](=[O:28])[N:9]2[C:29]2[CH:34]=[C:33]([CH3:35])[C:32](=[O:36])[N:31]([CH3:37])[CH:30]=2)=[CH:4][CH:3]=1, predict the reaction product. The product is: [NH:19]1[CH2:18][CH:17]([N:13]2[C:14]([CH3:16])=[C:15]3[CH:8]([C:5]4[CH:4]=[CH:3][C:2]([Cl:1])=[CH:7][CH:6]=4)[N:9]([C:29]4[CH:34]=[C:33]([CH3:35])[C:32](=[O:36])[N:31]([CH3:37])[CH:30]=4)[C:10](=[O:28])[C:11]3=[N:12]2)[CH2:20]1. (3) The product is: [C:13]([NH:17][C:18]([C@@H:20]1[C:24]([CH3:25])([CH3:26])[S:23][CH2:22][N:21]1[C:27](=[O:41])[C@@H:28]([OH:40])[C@@H:29]([NH:39][C:47](=[O:48])[CH2:46][O:45][C:44]1[C:43]([CH3:42])=[CH:53][CH:52]=[CH:51][C:50]=1[CH3:54])[CH2:30][C:31]1[CH:32]=[CH:33][C:34]([O:37][CH3:38])=[CH:35][CH:36]=1)=[O:19])([CH3:14])([CH3:15])[CH3:16]. Given the reactants CCN=C=NCCCN(C)C.Cl.[C:13]([NH:17][C:18]([C@@H:20]1[C:24]([CH3:26])([CH3:25])[S:23][CH2:22][N:21]1[C:27](=[O:41])[C@@H:28]([OH:40])[C@@H:29]([NH2:39])[CH2:30][C:31]1[CH:36]=[CH:35][C:34]([O:37][CH3:38])=[CH:33][CH:32]=1)=[O:19])([CH3:16])([CH3:15])[CH3:14].[CH3:42][C:43]1[CH:53]=[CH:52][CH:51]=[C:50]([CH3:54])[C:44]=1[O:45][CH2:46][C:47](O)=[O:48].C1C=CC2N(O)N=NC=2C=1, predict the reaction product. (4) The product is: [CH2:35]([NH:22][C:11]1[CH:12]=[C:13]([C:16]2[N:20]=[C:19]([CH3:21])[O:18][N:17]=2)[CH:14]=[CH:15][C:10]=1[CH2:9][NH:8][C:6](=[O:7])[C:5]1[CH:29]=[C:30]([O:33][CH3:34])[C:31]([CH3:32])=[C:3]([O:2][CH3:1])[CH:4]=1)[CH:36]([CH3:38])[CH3:37]. Given the reactants [CH3:1][O:2][C:3]1[CH:4]=[C:5]([CH:29]=[C:30]([O:33][CH3:34])[C:31]=1[CH3:32])[C:6]([NH:8][CH2:9][C:10]1[CH:15]=[CH:14][C:13]([C:16]2[N:20]=[C:19]([CH3:21])[O:18][N:17]=2)=[CH:12][C:11]=1[NH:22]C(=O)C(F)(F)F)=[O:7].[CH2:35](I)[CH:36]([CH3:38])[CH3:37].C(=O)([O-])[O-].[K+].[K+], predict the reaction product. (5) Given the reactants [NH2:1][C:2]1[CH:11]=[C:10]2[C:5]([CH:6]=[CH:7][CH:8]=[N:9]2)=[CH:4][CH:3]=1.[F:12][C:13]1[CH:18]=[CH:17][C:16]([C:19]2[CH:24]=[CH:23][C:22]([C:25](O)=[O:26])=[CH:21][C:20]=2[O:28][CH2:29][CH2:30][O:31][CH3:32])=[CH:15][CH:14]=1, predict the reaction product. The product is: [F:12][C:13]1[CH:14]=[CH:15][C:16]([C:19]2[CH:24]=[CH:23][C:22]([C:25]([NH:1][C:2]3[CH:11]=[C:10]4[C:5]([CH:6]=[CH:7][CH:8]=[N:9]4)=[CH:4][CH:3]=3)=[O:26])=[CH:21][C:20]=2[O:28][CH2:29][CH2:30][O:31][CH3:32])=[CH:17][CH:18]=1. (6) Given the reactants [O:1]1[C:5]2([CH2:10][CH2:9][CH:8]([C:11]([C:13]3[S:17][CH:16]=[C:15]([C:18]([O:20][CH3:21])=[O:19])[C:14]=3[CH3:22])=[CH2:12])[CH2:7][CH2:6]2)[O:4][CH2:3][CH2:2]1.CCO.CCOC(C)=O, predict the reaction product. The product is: [O:4]1[C:5]2([CH2:10][CH2:9][CH:8]([CH:11]([C:13]3[S:17][CH:16]=[C:15]([C:18]([O:20][CH3:21])=[O:19])[C:14]=3[CH3:22])[CH3:12])[CH2:7][CH2:6]2)[O:1][CH2:2][CH2:3]1. (7) Given the reactants Br[C:2]1[C:3]([N:22]([CH2:24][CH2:25][OH:26])[CH3:23])=[N:4][CH:5]=[C:6]([CH:21]=1)[C:7]([NH:9][C:10]1[CH:15]=[CH:14][C:13]([O:16][C:17]([F:20])([F:19])[F:18])=[CH:12][CH:11]=1)=[O:8].[N:27]1[CH:32]=[C:31](B(O)O)[CH:30]=[N:29][CH:28]=1.C([O-])([O-])=O.[Na+].[Na+].COCCOC, predict the reaction product. The product is: [OH:26][CH2:25][CH2:24][N:22]([CH3:23])[C:3]1[C:2]([C:31]2[CH:32]=[N:27][CH:28]=[N:29][CH:30]=2)=[CH:21][C:6]([C:7]([NH:9][C:10]2[CH:15]=[CH:14][C:13]([O:16][C:17]([F:20])([F:19])[F:18])=[CH:12][CH:11]=2)=[O:8])=[CH:5][N:4]=1. (8) The product is: [C:1]1([CH2:7][CH2:8][CH2:9][CH2:10][CH2:11][CH2:12][C:13]([C:15]2[O:16][C:17]([C:20]3[CH:29]=[CH:28][CH:27]=[CH:26][C:21]=3[C:22]([OH:24])=[O:23])=[CH:18][N:19]=2)=[O:14])[CH:6]=[CH:5][CH:4]=[CH:3][CH:2]=1. Given the reactants [C:1]1([CH2:7][CH2:8][CH2:9][CH2:10][CH2:11][CH2:12][C:13]([C:15]2[O:16][C:17]([C:20]3[CH:29]=[CH:28][CH:27]=[CH:26][C:21]=3[C:22]([O:24]C)=[O:23])=[CH:18][N:19]=2)=[O:14])[CH:6]=[CH:5][CH:4]=[CH:3][CH:2]=1, predict the reaction product. (9) Given the reactants [N:1]([C:3]1[CH:7]=[N:6][N:5]([C:8]2[CH:13]=[CH:12][CH:11]=[CH:10][CH:9]=2)[C:4]=1[NH2:14])=O.O.O.Cl[Sn]Cl.CCOC(C)=O.C([O-])(O)=O.[Na+], predict the reaction product. The product is: [C:8]1([N:5]2[C:4]([NH2:14])=[C:3]([NH2:1])[CH:7]=[N:6]2)[CH:9]=[CH:10][CH:11]=[CH:12][CH:13]=1. (10) Given the reactants [CH3:1][C:2]1[C:3]([CH3:15])([CH3:14])[C:4]2[C:5]([N:13]=1)=[N:6][CH:7]=[C:8]([C:10]([OH:12])=[O:11])[CH:9]=2.O.[C:17]1(C)C=CC(S(O)(=O)=O)=C[CH:18]=1, predict the reaction product. The product is: [CH2:17]([O:11][C:10]([C:8]1[CH:9]=[C:4]2[C:3]([CH3:15])([CH3:14])[C:2]([CH3:1])=[N:13][C:5]2=[N:6][CH:7]=1)=[O:12])[CH3:18].